Task: Predict the product of the given reaction.. Dataset: Forward reaction prediction with 1.9M reactions from USPTO patents (1976-2016) (1) Given the reactants [C:1]([O:5][C:6](=[O:24])/[CH:7]=[CH:8]/[C:9]1[CH:13]=[CH:12][N:11]([S:14]([C:17]2[CH:22]=[CH:21][C:20](Br)=[CH:19][CH:18]=2)(=[O:16])=[O:15])[CH:10]=1)([CH3:4])([CH3:3])[CH3:2].[N:25]1[CH:30]=[CH:29][CH:28]=[C:27](B(O)O)[CH:26]=1.C(=O)([O-])[O-].[Na+].[Na+], predict the reaction product. The product is: [C:1]([O:5][C:6](=[O:24])/[CH:7]=[CH:8]/[C:9]1[CH:13]=[CH:12][N:11]([S:14]([C:17]2[CH:22]=[CH:21][C:20]([C:27]3[CH:26]=[N:25][CH:30]=[CH:29][CH:28]=3)=[CH:19][CH:18]=2)(=[O:16])=[O:15])[CH:10]=1)([CH3:4])([CH3:3])[CH3:2]. (2) Given the reactants [C:1]1([C:7]2[CH:8]=[C:9]([CH2:24][OH:25])[CH:10]=[CH:11][C:12]=2[CH2:13][N:14]2[CH2:23][CH2:22][C:21]3[C:16](=[CH:17][CH:18]=[CH:19][CH:20]=3)[CH2:15]2)[CH2:6][CH2:5][CH2:4][CH2:3][CH:2]=1.O[C:27]1[CH:32]=[CH:31][C:30]([CH:33]([C:40]#[C:41][CH3:42])[CH2:34][C:35]([O:37][CH2:38][CH3:39])=[O:36])=[CH:29][CH:28]=1.C1(P(C2C=CC=CC=2)C2C=CC=CC=2)C=CC=CC=1.N(C(OC(C)C)=O)=NC(OC(C)C)=O, predict the reaction product. The product is: [C:1]1([C:7]2[CH:8]=[C:9]([CH:10]=[CH:11][C:12]=2[CH2:13][N:14]2[CH2:23][CH2:22][C:21]3[C:16](=[CH:17][CH:18]=[CH:19][CH:20]=3)[CH2:15]2)[CH2:24][O:25][C:27]2[CH:32]=[CH:31][C:30]([CH:33]([C:40]#[C:41][CH3:42])[CH2:34][C:35]([O:37][CH2:38][CH3:39])=[O:36])=[CH:29][CH:28]=2)[CH2:6][CH2:5][CH2:4][CH2:3][CH:2]=1. (3) Given the reactants [CH:1]([C@H:3]1[CH2:7][O:6][C:5]([CH3:9])([CH3:8])[N:4]1[C:10]([O:12][C:13]([CH3:16])([CH3:15])[CH3:14])=[O:11])=[O:2].[CH2:17]([Mg]Br)[CH3:18], predict the reaction product. The product is: [OH:2][CH:1]([C@H:3]1[CH2:7][O:6][C:5]([CH3:9])([CH3:8])[N:4]1[C:10]([O:12][C:13]([CH3:16])([CH3:15])[CH3:14])=[O:11])[CH2:17][CH3:18]. (4) The product is: [Cl:1][C:2]1[CH:3]=[C:4]([CH:9]2[C:18]3[C:13](=[CH:14][CH:15]=[C:16]([O:19][CH3:20])[CH:17]=3)[CH2:12][CH:11]([NH:26][CH3:25])[CH2:10]2)[CH:5]=[CH:6][C:7]=1[Cl:8]. Given the reactants [Cl:1][C:2]1[CH:3]=[C:4]([CH:9]2[C:18]3[C:13](=[CH:14][CH:15]=[C:16]([O:19][CH3:20])[CH:17]=3)[CH2:12][C:11](=O)[CH2:10]2)[CH:5]=[CH:6][C:7]=1[Cl:8].Cl.CN.[C:25]([BH3-])#[N:26].[Na+], predict the reaction product. (5) The product is: [F:14][C:13]1[CH:12]=[CH:11][CH:10]=[C:9]([F:15])[C:8]=1[C:6]1[N:7]=[C:2]([NH:38][C:37]2[CH:36]=[CH:35][C:34]([N:31]3[CH2:32][CH2:33][O:28][CH2:29][CH2:30]3)=[CH:40][CH:39]=2)[C:3]2[NH:18][N:17]=[CH:16][C:4]=2[N:5]=1. Given the reactants Cl[C:2]1[C:3]2[C:4](=[CH:16][N:17](CC3C=CC(OC)=CC=3)[N:18]=2)[N:5]=[C:6]([C:8]2[C:13]([F:14])=[CH:12][CH:11]=[CH:10][C:9]=2[F:15])[N:7]=1.[O:28]1[CH2:33][CH2:32][N:31]([C:34]2[CH:40]=[CH:39][C:37]([NH2:38])=[CH:36][CH:35]=2)[CH2:30][CH2:29]1.Cl, predict the reaction product. (6) Given the reactants [CH3:1][O:2][C:3]1[CH:4]=[C:5]2[C:10](=[CH:11][C:12]=1[O:13][CH3:14])[N:9]=[CH:8][N:7]=[C:6]2[O:15][C:16]1[CH:17]=[C:18]([CH:20]=[CH:21][CH:22]=1)[NH2:19].[C:23]([C:27]1[CH:31]=[C:30]([NH:32][C:33](=O)[O:34]C2C=CC=CC=2)[N:29]([C:42]2[CH:47]=[CH:46][C:45]([C:48]#[N:49])=[CH:44][CH:43]=2)[N:28]=1)([CH3:26])([CH3:25])[CH3:24], predict the reaction product. The product is: [C:23]([C:27]1[CH:31]=[C:30]([NH:32][C:33]([NH:19][C:18]2[CH:20]=[CH:21][CH:22]=[C:16]([O:15][C:6]3[C:5]4[C:10](=[CH:11][C:12]([O:13][CH3:14])=[C:3]([O:2][CH3:1])[CH:4]=4)[N:9]=[CH:8][N:7]=3)[CH:17]=2)=[O:34])[N:29]([C:42]2[CH:43]=[CH:44][C:45]([C:48]#[N:49])=[CH:46][CH:47]=2)[N:28]=1)([CH3:26])([CH3:24])[CH3:25]. (7) Given the reactants [Br:1][C:2]1[CH:7]=[CH:6][C:5]([O:8]C)=[CH:4][C:3]=1[CH:10]([CH3:12])[CH3:11].B(Br)(Br)Br, predict the reaction product. The product is: [Br:1][C:2]1[CH:7]=[CH:6][C:5]([OH:8])=[CH:4][C:3]=1[CH:10]([CH3:12])[CH3:11].